Dataset: Catalyst prediction with 721,799 reactions and 888 catalyst types from USPTO. Task: Predict which catalyst facilitates the given reaction. (1) Reactant: [F:1][C:2]1[CH:3]=[C:4]([CH2:9][OH:10])[CH:5]=[N:6][C:7]=1[CH3:8].CO. Product: [F:1][C:2]1[CH:3]=[C:4]([CH:9]=[O:10])[CH:5]=[N:6][C:7]=1[CH3:8]. The catalyst class is: 2. (2) Reactant: [CH2:1]([N:5]1[C:10]2=[C:11]([CH3:23])[N:12]([CH2:14][C:15]3[CH:20]=[CH:19][C:18]([O:21][CH3:22])=[CH:17][CH:16]=3)[CH:13]=[C:9]2[C:8](=[O:24])[N:7]([CH3:25])[C:6]1=[O:26])[CH:2]([CH3:4])[CH3:3].[Cl:27]C(Cl)(Cl)C(Cl)(Cl)Cl.[Li+].C[Si]([N-][Si](C)(C)C)(C)C. Product: [Cl:27][C:13]1[N:12]([CH2:14][C:15]2[CH:20]=[CH:19][C:18]([O:21][CH3:22])=[CH:17][CH:16]=2)[C:11]([CH3:23])=[C:10]2[C:9]=1[C:8](=[O:24])[N:7]([CH3:25])[C:6](=[O:26])[N:5]2[CH2:1][CH:2]([CH3:4])[CH3:3]. The catalyst class is: 1. (3) Product: [F:16][C:2]([F:1])([F:17])[C:3]1[C:11]2[CH2:10][CH2:9][CH2:8][CH2:7][C:6]=2[N:5]([CH2:12][C:13]([NH:18][C:19]2[C:23]3[CH:24]=[CH:25][CH:26]=[CH:27][C:22]=3[O:21][C:20]=2[C:28]([NH2:30])=[O:29])=[O:15])[N:4]=1. Reactant: [F:1][C:2]([F:17])([F:16])[C:3]1[C:11]2[CH2:10][CH2:9][CH2:8][CH2:7][C:6]=2[N:5]([CH2:12][C:13]([OH:15])=O)[N:4]=1.[NH2:18][C:19]1[C:23]2[CH:24]=[CH:25][CH:26]=[CH:27][C:22]=2[O:21][C:20]=1[C:28]([NH2:30])=[O:29].CN(C(ON1N=NC2C=CC=NC1=2)=[N+](C)C)C.F[P-](F)(F)(F)(F)F.C(NC(C)C)(C)C. The catalyst class is: 136. (4) Reactant: [Cr](O[Cr]([O-])(=O)=O)([O-])(=O)=O.[NH+]1C=CC=CC=1.[NH+]1C=CC=CC=1.[F:22][C:23]1[C:28]([F:29])=[CH:27][CH:26]=[CH:25][C:24]=1[C@H:30]1[CH2:36][NH:35][C:34](=[N:37][CH2:38][CH:39](O)[CH2:40][C:41]([F:44])([F:43])[F:42])[C@H:33]([NH:46][C:47](=[O:53])[O:48][C:49]([CH3:52])([CH3:51])[CH3:50])[CH2:32][CH2:31]1. Product: [F:22][C:23]1[C:28]([F:29])=[CH:27][CH:26]=[CH:25][C:24]=1[C@H:30]1[CH2:36][N:35]2[C:39]([CH2:40][C:41]([F:44])([F:43])[F:42])=[CH:38][N:37]=[C:34]2[C@H:33]([NH:46][C:47](=[O:53])[O:48][C:49]([CH3:52])([CH3:51])[CH3:50])[CH2:32][CH2:31]1. The catalyst class is: 10. (5) Reactant: [C:1]([N:8]1[CH2:13][CH2:12][C:11](=O)[CH2:10][CH2:9]1)([O:3][C:4]([CH3:7])([CH3:6])[CH3:5])=[O:2].[CH2:15]([NH2:20])[CH2:16][CH:17]([CH3:19])[CH3:18]. Product: [CH3:18][CH:17]([CH3:19])[CH2:16][CH2:15][NH:20][CH:11]1[CH2:12][CH2:13][N:8]([C:1]([O:3][C:4]([CH3:7])([CH3:6])[CH3:5])=[O:2])[CH2:9][CH2:10]1. The catalyst class is: 29. (6) Reactant: [Br:1][C:2]1[C:3]([CH3:13])=[C:4]([CH:10]=[CH:11][CH:12]=1)[NH:5][CH2:6][CH2:7][CH2:8][CH3:9].Br[CH2:15][C:16]1[CH:28]=[CH:27][C:19]([O:20][CH2:21][C:22]([O:24][CH2:25][CH3:26])=[O:23])=[C:18]([CH3:29])[CH:17]=1.C(N(CC)C(C)C)(C)C. Product: [Br:1][C:2]1[C:3]([CH3:13])=[C:4]([N:5]([CH2:15][C:16]2[CH:28]=[CH:27][C:19]([O:20][CH2:21][C:22]([O:24][CH2:25][CH3:26])=[O:23])=[C:18]([CH3:29])[CH:17]=2)[CH2:6][CH2:7][CH2:8][CH3:9])[CH:10]=[CH:11][CH:12]=1. The catalyst class is: 10. (7) Reactant: [CH2:1]([O:3][C:4](=[O:39])[CH2:5][O:6][C:7]1[CH:8]=[C:9]([C:29]2[CH:34]=[CH:33][CH:32]=[CH:31][C:30]=2[S:35]([CH3:38])(=[O:37])=[O:36])[CH:10]=[CH:11][C:12]=1[CH2:13][CH2:14][NH:15][S:16]([C:19]1[CH:24]=[C:23]([C:25]#[N:26])[CH:22]=[CH:21][C:20]=1[O:27]C)(=[O:18])=[O:17])[CH3:2].[Cl-].[Li+].C(OCC)(=O)C.Cl. The catalyst class is: 885. Product: [C:25]([C:23]1[CH:22]=[CH:21][C:20]([OH:27])=[C:19]([S:16]([NH:15][CH2:14][CH2:13][C:12]2[CH:11]=[CH:10][C:9]([C:29]3[CH:34]=[CH:33][CH:32]=[CH:31][C:30]=3[S:35]([CH3:38])(=[O:37])=[O:36])=[CH:8][C:7]=2[O:6][CH2:5][C:4]([O:3][CH2:1][CH3:2])=[O:39])(=[O:17])=[O:18])[CH:24]=1)#[N:26]. (8) Reactant: Cl.[CH:2]12[NH:9][CH:6]([CH2:7][CH2:8]1)[CH2:5][C:4](=[O:10])[CH2:3]2.Cl[C:12]1[N:17]=[CH:16][CH:15]=[CH:14][N:13]=1.C([O-])(O)=O.[Na+]. Product: [N:13]1[CH:14]=[CH:15][CH:16]=[N:17][C:12]=1[N:9]1[CH:6]2[CH2:7][CH2:8][CH:2]1[CH2:3][C:4](=[O:10])[CH2:5]2. The catalyst class is: 32. (9) Reactant: [Cl:1][C:2]1[N:3]=[C:4]([N:13]2[CH2:18][CH2:17][O:16][CH2:15][CH2:14]2)[C:5]2[O:10][C:9]([CH:11]=O)=[CH:8][C:6]=2[N:7]=1.[NH:19]1[CH2:24][CH2:23][CH:22]([C:25]([OH:28])([CH3:27])[CH3:26])[CH2:21][CH2:20]1.C(O[BH-](OC(=O)C)OC(=O)C)(=O)C.[Na+]. Product: [Cl:1][C:2]1[N:3]=[C:4]([N:13]2[CH2:14][CH2:15][O:16][CH2:17][CH2:18]2)[C:5]2[O:10][C:9]([CH2:11][N:19]3[CH2:24][CH2:23][CH:22]([C:25]([OH:28])([CH3:27])[CH3:26])[CH2:21][CH2:20]3)=[CH:8][C:6]=2[N:7]=1. The catalyst class is: 26.